From a dataset of Full USPTO retrosynthesis dataset with 1.9M reactions from patents (1976-2016). Predict the reactants needed to synthesize the given product. Given the product [NH2:7][CH2:6][C:5]1[CH:4]=[C:3]([CH:17]=[CH:16][CH:15]=1)[C:1]#[N:2], predict the reactants needed to synthesize it. The reactants are: [C:1]([C:3]1[CH:4]=[C:5]([CH:15]=[CH:16][CH:17]=1)[CH2:6][NH:7]C(=O)OC(C)(C)C)#[N:2].